From a dataset of Forward reaction prediction with 1.9M reactions from USPTO patents (1976-2016). Predict the product of the given reaction. (1) Given the reactants [NH2-].[Na+].CS[C:5](=[S:14])[O:6][CH2:7][C:8]1[CH:13]=[CH:12][CH:11]=[CH:10][CH:9]=1.[CH3:15][O:16][C:17]1[CH:30]=[CH:29][C:20]([C:21]([C:23]2C=CC=CC=2)=[O:22])=[CH:19][CH:18]=1.Cl, predict the reaction product. The product is: [CH2:7]([O:6][C:5](=[S:14])[CH2:23][C:21]([C:20]1[CH:29]=[CH:30][C:17]([O:16][CH3:15])=[CH:18][CH:19]=1)=[O:22])[C:8]1[CH:9]=[CH:10][CH:11]=[CH:12][CH:13]=1. (2) The product is: [Cl:1][C:2]1[CH:3]=[CH:4][C:5]([O:17][CH2:18][C:19]2[CH:24]=[CH:23][CH:22]=[CH:21][CH:20]=2)=[C:6]([CH2:8][C:9]2[S:10][CH:11]=[C:12]([C:14]([NH:53][C:54]3[CH:59]=[CH:58][C:57]([CH2:60][OH:61])=[CH:56][CH:55]=3)=[O:16])[N:13]=2)[CH:7]=1. Given the reactants [Cl:1][C:2]1[CH:3]=[CH:4][C:5]([O:17][CH2:18][C:19]2[CH:24]=[CH:23][CH:22]=[CH:21][CH:20]=2)=[C:6]([CH2:8][C:9]2[S:10][CH:11]=[C:12]([C:14]([OH:16])=O)[N:13]=2)[CH:7]=1.CN1CCOCC1.CCN=C=NCCCN(C)C.C1C=CC2N(O)N=NC=2C=1.[NH2:53][C:54]1[CH:59]=[CH:58][C:57]([CH2:60][OH:61])=[CH:56][CH:55]=1, predict the reaction product.